This data is from Peptide-MHC class I binding affinity with 185,985 pairs from IEDB/IMGT. The task is: Regression. Given a peptide amino acid sequence and an MHC pseudo amino acid sequence, predict their binding affinity value. This is MHC class I binding data. (1) The peptide sequence is FVHSGFIYF. The MHC is HLA-B08:03 with pseudo-sequence HLA-B08:03. The binding affinity (normalized) is 0.0847. (2) The peptide sequence is DTKIDLWSY. The MHC is HLA-A01:01 with pseudo-sequence HLA-A01:01. The binding affinity (normalized) is 0.0847. (3) The peptide sequence is TLKDGDFIL. The MHC is HLA-A29:02 with pseudo-sequence HLA-A29:02. The binding affinity (normalized) is 0.0847. (4) The MHC is HLA-A03:01 with pseudo-sequence HLA-A03:01. The peptide sequence is IQLDEKSSIK. The binding affinity (normalized) is 0.979. (5) The peptide sequence is GEIFGLLGP. The MHC is HLA-A02:03 with pseudo-sequence HLA-A02:03. The binding affinity (normalized) is 0.0847. (6) The peptide sequence is GVNDTEAHA. The MHC is HLA-A02:11 with pseudo-sequence HLA-A02:11. The binding affinity (normalized) is 0.0847. (7) The peptide sequence is TVADIWHAM. The MHC is HLA-B51:01 with pseudo-sequence HLA-B51:01. The binding affinity (normalized) is 0.0847. (8) The peptide sequence is VPLAHSSSA. The MHC is HLA-B54:01 with pseudo-sequence HLA-B54:01. The binding affinity (normalized) is 0.710. (9) The peptide sequence is KLIEYSDFA. The MHC is HLA-A02:06 with pseudo-sequence HLA-A02:06. The binding affinity (normalized) is 1.00. (10) The peptide sequence is MMWEINGPK. The MHC is HLA-A26:01 with pseudo-sequence HLA-A26:01. The binding affinity (normalized) is 0.0847.